From a dataset of Full USPTO retrosynthesis dataset with 1.9M reactions from patents (1976-2016). Predict the reactants needed to synthesize the given product. (1) Given the product [N:11]([CH2:2][CH2:3][O:4][CH2:5][CH2:6][O:7][CH2:8][CH2:9][OH:10])=[N+:12]=[N-:13], predict the reactants needed to synthesize it. The reactants are: Cl[CH2:2][CH2:3][O:4][CH2:5][CH2:6][O:7][CH2:8][CH2:9][OH:10].[N-:11]=[N+:12]=[N-:13].[Na+].[I-].[K+].[K+].[Br-]. (2) Given the product [CH3:14][O:13][C:8]1[CH:7]=[C:6]([CH:5]=[CH:4][C:3]([OH:15])=[O:2])[CH:11]=[CH:10][C:9]=1[CH3:12], predict the reactants needed to synthesize it. The reactants are: C[O:2][C:3](=[O:15])[CH:4]=[CH:5][C:6]1[CH:11]=[CH:10][C:9]([CH3:12])=[C:8]([O:13][CH3:14])[CH:7]=1.[OH-].[Na+].O.CO. (3) Given the product [CH2:1]([O:8][CH2:9][CH2:10][CH2:11][CH2:12][C@H:13]1[N:18]([C:19]([O:21][C:22]([CH3:23])([CH3:24])[CH3:25])=[O:20])[C:17]([C:47]2[CH:46]=[C:45]([F:44])[C:50]([F:51])=[C:49]([F:52])[CH:48]=2)=[CH:16][O:15][CH2:14]1)[C:2]1[CH:3]=[CH:4][CH:5]=[CH:6][CH:7]=1, predict the reactants needed to synthesize it. The reactants are: [CH2:1]([O:8][CH2:9][CH2:10][CH2:11][CH2:12][C@H:13]1[N:18]([C:19]([O:21][C:22]([CH3:25])([CH3:24])[CH3:23])=[O:20])[C:17](OP(OC2C=CC=CC=2)(OC2C=CC=CC=2)=O)=[CH:16][O:15][CH2:14]1)[C:2]1[CH:7]=[CH:6][CH:5]=[CH:4][CH:3]=1.O.[F:44][C:45]1[CH:46]=[C:47](B(O)O)[CH:48]=[C:49]([F:52])[C:50]=1[F:51].C(=O)([O-])[O-].[Cs+].[Cs+].